From a dataset of Full USPTO retrosynthesis dataset with 1.9M reactions from patents (1976-2016). Predict the reactants needed to synthesize the given product. (1) Given the product [C:10]([C:9]1[CH:18]=[CH:19][CH:20]=[CH:21][C:8]=1[N:7]([C:1]1[CH:6]=[CH:5][CH:4]=[CH:3][CH:2]=1)[C:25](=[O:26])[CH2:24][Br:23])(=[O:11])[C:12]1[CH:13]=[CH:14][CH:15]=[CH:16][CH:17]=1, predict the reactants needed to synthesize it. The reactants are: [C:1]1([NH:7][C:8]2[CH:21]=[CH:20][CH:19]=[CH:18][C:9]=2[C:10]([C:12]2[CH:17]=[CH:16][CH:15]=[CH:14][CH:13]=2)=[O:11])[CH:6]=[CH:5][CH:4]=[CH:3][CH:2]=1.O.[Br:23][CH2:24][C:25](Br)=[O:26]. (2) Given the product [F:1][C:2]1[CH:7]=[CH:6][C:5]([CH:8]2[N:9]([CH3:16])[CH2:10][CH:11]([NH2:13])[CH2:12]2)=[CH:4][CH:3]=1, predict the reactants needed to synthesize it. The reactants are: [F:1][C:2]1[CH:7]=[CH:6][C:5]([C:8]2[N:9]([CH3:16])[CH:10]=[C:11]([N+:13]([O-])=O)[CH:12]=2)=[CH:4][CH:3]=1. (3) The reactants are: FC(F)(F)C(O)=O.[C:8]1([CH2:18][N:19]2[C:28](=[O:29])[C:27]3[N:26]([CH2:30][C:31]#[C:32][CH3:33])[C:25]([N:34]4[CH2:39][CH2:38][CH2:37][CH:36]([NH:40]C(OC(C)(C)C)=O)[CH2:35]4)=[N:24][C:23]=3[N:22]([CH2:48][C:49]([O:51][CH3:52])=[O:50])[C:20]2=[O:21])[C:17]2[C:12](=[CH:13][CH:14]=[CH:15][CH:16]=2)[CH:11]=[CH:10][CH:9]=1.C(=O)([O-])[O-].[K+].[K+]. Given the product [C:8]1([CH2:18][N:19]2[C:28](=[O:29])[C:27]3[N:26]([CH2:30][C:31]#[C:32][CH3:33])[C:25]([N:34]4[CH2:39][CH2:38][CH2:37][CH:36]([NH2:40])[CH2:35]4)=[N:24][C:23]=3[N:22]([CH2:48][C:49]([O:51][CH3:52])=[O:50])[C:20]2=[O:21])[C:17]2[C:12](=[CH:13][CH:14]=[CH:15][CH:16]=2)[CH:11]=[CH:10][CH:9]=1, predict the reactants needed to synthesize it. (4) Given the product [O:7]=[C:6]1[NH:8][C@@H:9]([CH2:10][C:11]([O:13][CH2:14][C:15]2[CH:16]=[CH:17][CH:18]=[CH:19][CH:20]=2)=[O:12])[CH2:21][O:22]1, predict the reactants needed to synthesize it. The reactants are: C(O[C:6]([NH:8][C@H:9]([CH2:21][OH:22])[CH2:10][C:11]([O:13][CH2:14][C:15]1[CH:20]=[CH:19][CH:18]=[CH:17][CH:16]=1)=[O:12])=[O:7])(C)(C)C.C1(C)C=CC=CC=1.N1C=CC=CC=1.C1(C)C=CC(S(OS(C2C=CC(C)=CC=2)(=O)=O)(=O)=O)=CC=1. (5) Given the product [CH2:31]([N:33]([CH2:34][CH3:35])[CH2:37][C:38]([NH2:40])=[O:39])[CH3:32], predict the reactants needed to synthesize it. The reactants are: [F-].[K+].C1(P(C2CCCCC2)C2(N(C)C)CC=CC=C2C2C=CC=CC=2)CCCCC1.[CH2:31]([NH:33][CH2:34][CH3:35])[CH3:32].Br[CH2:37][C:38]([NH2:40])=[O:39]. (6) Given the product [F:1][C:2]1[CH:17]=[C:16]([CH2:18][NH:25][CH2:20][CH2:21][CH2:22][CH2:23][CH3:24])[CH:15]=[CH:14][C:3]=1[O:4][C:5]1[N:6]=[CH:7][C:8]([C:11]([NH2:13])=[O:12])=[N:9][CH:10]=1, predict the reactants needed to synthesize it. The reactants are: [F:1][C:2]1[CH:17]=[C:16]([CH:18]=O)[CH:15]=[CH:14][C:3]=1[O:4][C:5]1[N:6]=[CH:7][C:8]([C:11]([NH2:13])=[O:12])=[N:9][CH:10]=1.[CH2:20]([NH2:25])[CH2:21][CH2:22][CH2:23][CH3:24].[BH4-].[Na+].